This data is from Catalyst prediction with 721,799 reactions and 888 catalyst types from USPTO. The task is: Predict which catalyst facilitates the given reaction. Reactant: [CH3:1][S:2]([O:5][C:6]1[C:14]([O:15][CH3:16])=[CH:13][C:12]([C:17]2[N:18]([C:28]([O:30][C:31]([CH3:34])([CH3:33])[CH3:32])=[O:29])[C:19]3[C:24]([CH:25]=2)=[C:23]([CH:26]=O)[CH:22]=[CH:21][CH:20]=3)=[C:11]2[C:7]=1[CH2:8][NH:9][C:10]2=[O:35])(=[O:4])=[O:3].[CH3:36][O:37][CH2:38][CH2:39][NH2:40].C(O)(=O)C.C(O[BH-](OC(=O)C)OC(=O)C)(=O)C.[Na+]. Product: [CH3:1][S:2]([O:5][C:6]1[C:14]([O:15][CH3:16])=[CH:13][C:12]([C:17]2[N:18]([C:28]([O:30][C:31]([CH3:33])([CH3:32])[CH3:34])=[O:29])[C:19]3[C:24]([CH:25]=2)=[C:23]([CH2:26][NH:40][CH2:39][CH2:38][O:37][CH3:36])[CH:22]=[CH:21][CH:20]=3)=[C:11]2[C:7]=1[CH2:8][NH:9][C:10]2=[O:35])(=[O:3])=[O:4]. The catalyst class is: 10.